This data is from Catalyst prediction with 721,799 reactions and 888 catalyst types from USPTO. The task is: Predict which catalyst facilitates the given reaction. (1) Reactant: [CH3:1][Si:2]([C:5]#[CH:6])([CH3:4])[CH3:3].Br[C:8]1[S:12][C:11]([C:13](=[O:15])[CH3:14])=[CH:10][C:9]=1[CH3:16].C(N(CC)CC)C. Product: [CH3:16][C:9]1[CH:10]=[C:11]([C:13](=[O:15])[CH3:14])[S:12][C:8]=1[C:6]#[C:5][Si:2]([CH3:4])([CH3:3])[CH3:1]. The catalyst class is: 538. (2) Reactant: C[O:2][C:3]1[CH:4]=[C:5]([C:11]([CH3:15])([CH3:14])[CH2:12][OH:13])[CH:6]=[C:7]([O:9]C)[CH:8]=1. Product: [OH:13][CH2:12][C:11]([C:5]1[CH:4]=[C:3]([OH:2])[CH:8]=[C:7]([OH:9])[CH:6]=1)([CH3:15])[CH3:14]. The catalyst class is: 4.